Dataset: Reaction yield outcomes from USPTO patents with 853,638 reactions. Task: Predict the reaction yield, written as a fraction of the theoretical maximum amount of product (1.0 means a 100% yield; for example, 0.34 means a 34% yield). The product is [CH:15]1([CH2:18][N:1]2[CH:5]=[C:4]([C:6]3[CH:11]=[C:10]([C:12]([NH2:14])=[O:13])[CH:9]=[CH:8][N:7]=3)[N:3]=[CH:2]2)[CH2:17][CH2:16]1. The reactants are [NH:1]1[CH:5]=[C:4]([C:6]2[CH:11]=[C:10]([C:12]([NH2:14])=[O:13])[CH:9]=[CH:8][N:7]=2)[N:3]=[CH:2]1.[CH:15]1([CH2:18]Br)[CH2:17][CH2:16]1. The yield is 0.600. No catalyst specified.